Dataset: Retrosynthesis with 50K atom-mapped reactions and 10 reaction types from USPTO. Task: Predict the reactants needed to synthesize the given product. Given the product COC(=O)[C@H](Cc1ccc(OCc2ccccc2)cc1)NC(=O)c1nc2ccc(-c3ccc(Cl)cc3)cn2c1Cl, predict the reactants needed to synthesize it. The reactants are: COC(=O)[C@@H](N)Cc1ccc(OCc2ccccc2)cc1.O=C(O)c1nc2ccc(-c3ccc(Cl)cc3)cn2c1Cl.